This data is from Forward reaction prediction with 1.9M reactions from USPTO patents (1976-2016). The task is: Predict the product of the given reaction. (1) Given the reactants [NH2:1][C:2]1[CH:3]=[C:4]([CH:8]=[CH:9][C:10]=1[CH2:11][S:12][C:13]([C:26]1[CH:31]=[CH:30][CH:29]=[CH:28][CH:27]=1)([C:20]1[CH:25]=[CH:24][CH:23]=[CH:22][CH:21]=1)[C:14]1[CH:19]=[CH:18][CH:17]=[CH:16][CH:15]=1)[C:5](O)=[O:6].[C:32]([O:36][C:37](=[O:45])[NH:38][O:39][CH2:40][CH2:41][CH2:42][CH2:43][NH2:44])([CH3:35])([CH3:34])[CH3:33].CN(C(ON1N=NC2C=CC=CC1=2)=[N+](C)C)C.F[P-](F)(F)(F)(F)F.CCN(C(C)C)C(C)C, predict the reaction product. The product is: [C:32]([O:36][C:37](=[O:45])[NH:38][O:39][CH2:40][CH2:41][CH2:42][CH2:43][NH:44][C:5](=[O:6])[C:4]1[CH:8]=[CH:9][C:10]([CH2:11][S:12][C:13]([C:14]2[CH:19]=[CH:18][CH:17]=[CH:16][CH:15]=2)([C:20]2[CH:21]=[CH:22][CH:23]=[CH:24][CH:25]=2)[C:26]2[CH:31]=[CH:30][CH:29]=[CH:28][CH:27]=2)=[C:2]([NH2:1])[CH:3]=1)([CH3:35])([CH3:33])[CH3:34]. (2) Given the reactants [CH3:1][C:2]1[NH:3][C:4]2[C:5](=[O:14])[CH2:6][CH2:7][CH2:8][C:9]=2[C:10]=1[C:11]([OH:13])=O.[O:15]1[CH2:20][CH2:19][N:18]([CH2:21][CH2:22][NH2:23])[CH2:17][CH2:16]1, predict the reaction product. The product is: [CH3:1][C:2]1[NH:3][C:4]2[C:5](=[O:14])[CH2:6][CH2:7][CH2:8][C:9]=2[C:10]=1[C:11]([NH:23][CH2:22][CH2:21][N:18]1[CH2:19][CH2:20][O:15][CH2:16][CH2:17]1)=[O:13]. (3) Given the reactants [Cl:1][C:2]1[CH:3]=[C:4]([N:8]2[N:12]=[N:11][C:10]([CH:13]3[CH2:18][CH2:17][CH2:16][CH2:15][N:14]3C(OC(C)(C)C)=O)=[N:9]2)[CH:5]=[CH:6][CH:7]=1.FC(F)(F)C(O)=O.C(=O)([O-])[O-].[Na+].[Na+], predict the reaction product. The product is: [Cl:1][C:2]1[CH:3]=[C:4]([N:8]2[N:12]=[N:11][C:10]([CH:13]3[CH2:18][CH2:17][CH2:16][CH2:15][NH:14]3)=[N:9]2)[CH:5]=[CH:6][CH:7]=1. (4) Given the reactants [Cl:1][C:2]1[CH:3]=[C:4]([CH2:31][C:32]([O:34][CH2:35][CH3:36])=[O:33])[CH:5]=[CH:6][C:7]=1[N:8]1[C:16](=[O:17])[C:15]2[C:14]([O:18][CH2:19][CH3:20])=[C:13]3[CH:21]=[CH:22][CH:23]=[CH:24][C:12]3=[C:11]([O:25][CH2:26][CH:27]([F:29])[F:28])[C:10]=2[C:9]1=[O:30].[BH4-].[Na+], predict the reaction product. The product is: [Cl:1][C:2]1[CH:3]=[C:4]([CH2:31][C:32]([O:34][CH2:35][CH3:36])=[O:33])[CH:5]=[CH:6][C:7]=1[N:8]1[C:16](=[O:17])[C:15]2[C:14]([O:18][CH2:19][CH3:20])=[C:13]3[CH:21]=[CH:22][CH:23]=[CH:24][C:12]3=[C:11]([O:25][CH2:26][CH:27]([F:28])[F:29])[C:10]=2[CH:9]1[OH:30].[Cl:1][C:2]1[CH:3]=[C:4]([CH2:31][C:32]([O:34][CH2:35][CH3:36])=[O:33])[CH:5]=[CH:6][C:7]=1[N:8]1[CH:16]([OH:17])[C:15]2[C:14]([O:18][CH2:19][CH3:20])=[C:13]3[CH:21]=[CH:22][CH:23]=[CH:24][C:12]3=[C:11]([O:25][CH2:26][CH:27]([F:28])[F:29])[C:10]=2[C:9]1=[O:30]. (5) The product is: [C:20]([C:17]([C:13]1[CH:12]=[C:11]([C:10]([NH:9][C:4]2[CH:5]=[CH:6][C:7]([CH3:8])=[C:2]([NH:1][C:33]3[N:38]=[C:37]([S:39][C:40]#[N:41])[C:36]([N+:42]([O-:44])=[O:43])=[CH:35][N:34]=3)[CH:3]=2)=[O:22])[CH:16]=[CH:15][CH:14]=1)([CH3:19])[CH3:18])#[N:21]. Given the reactants [NH2:1][C:2]1[CH:3]=[C:4]([NH:9][C:10](=[O:22])[C:11]2[CH:16]=[CH:15][CH:14]=[C:13]([C:17]([C:20]#[N:21])([CH3:19])[CH3:18])[CH:12]=2)[CH:5]=[CH:6][C:7]=1[CH3:8].C(N(C(C)C)C(C)C)C.Cl[C:33]1[N:38]=[C:37]([S:39][C:40]#[N:41])[C:36]([N+:42]([O-:44])=[O:43])=[CH:35][N:34]=1.C(=O)([O-])O.[Na+], predict the reaction product. (6) Given the reactants O1CCCC1.C(OC([N:13]([CH2:46][C:47]([O:49]C(C)(C)C)=[O:48])[C:14]1[CH:19]=[CH:18][CH:17]=[C:16]([CH:20]([CH2:31][C:32]2[CH:37]=[CH:36][C:35]([C:38]3([CH2:41][O:42][CH2:43][CH2:44][CH3:45])[CH2:40][CH2:39]3)=[CH:34][CH:33]=2)[NH:21][S:22]([C:25]2[CH:30]=[CH:29][CH:28]=[CH:27][N:26]=2)(=[O:24])=[O:23])[N:15]=1)=O)(C)(C)C.Cl, predict the reaction product. The product is: [CH2:43]([O:42][CH2:41][C:38]1([C:35]2[CH:34]=[CH:33][C:32]([CH2:31][CH:20]([NH:21][S:22]([C:25]3[CH:30]=[CH:29][CH:28]=[CH:27][N:26]=3)(=[O:23])=[O:24])[C:16]3[N:15]=[C:14]([NH:13][CH2:46][C:47]([OH:49])=[O:48])[CH:19]=[CH:18][CH:17]=3)=[CH:37][CH:36]=2)[CH2:40][CH2:39]1)[CH2:44][CH3:45].